From a dataset of Reaction yield outcomes from USPTO patents with 853,638 reactions. Predict the reaction yield, written as a fraction of the theoretical maximum amount of product (1.0 means a 100% yield; for example, 0.34 means a 34% yield). (1) The reactants are [F:1][C:2]1[CH:3]=[N:4][C:5]([CH:8](O)[CH3:9])=[N:6][CH:7]=1.C(N(CC)CC)C.CS(Cl)(=O)=O.[N-:23]=[N+:24]=[N-:25].[Na+]. The catalyst is C(Cl)Cl. The product is [N:23]([CH:8]([C:5]1[N:4]=[CH:3][C:2]([F:1])=[CH:7][N:6]=1)[CH3:9])=[N+:24]=[N-:25]. The yield is 0.650. (2) The reactants are [CH3:1][O:2][C:3]1[CH:21]=[CH:20][C:6]([CH2:7][N:8]2[CH:12]=[C:11]([N+:13]([O-:15])=[O:14])[C:10]([C:16]([NH:18][NH2:19])=O)=[N:9]2)=[CH:5][CH:4]=1.C[CH2:23][O:24][CH2:25][CH3:26].[OH-:27].[Na+]. The catalyst is C1COCC1. The product is [CH3:23][O:24][C:25]1[CH:26]=[CH:20][C:6]([CH2:7][N:8]2[C:16]([C:10]3[C:11]([N+:13]([O-:15])=[O:14])=[CH:12][N:8]([CH2:7][C:6]4[CH:20]=[CH:21][C:3]([O:2][CH3:1])=[CH:4][CH:5]=4)[N:9]=3)=[N:18][NH:19][C:12]2=[O:27])=[CH:5][CH:4]=1. The yield is 0.450. (3) The reactants are [OH:1][CH2:2][CH:3]1[NH:8][CH2:7][CH2:6][N:5]([C:9]([O:11][C:12]([CH3:15])([CH3:14])[CH3:13])=[O:10])[CH2:4]1.C(N(CC)CC)C.[Cl:23][C:24]1[CH:32]=[CH:31][C:27]([C:28](Cl)=[O:29])=[C:26]([F:33])[CH:25]=1.O. The catalyst is O1CCCC1. The product is [Cl:23][C:24]1[CH:32]=[CH:31][C:27]([C:28]([N:8]2[CH2:7][CH2:6][N:5]([C:9]([O:11][C:12]([CH3:15])([CH3:14])[CH3:13])=[O:10])[CH2:4][CH:3]2[CH2:2][OH:1])=[O:29])=[C:26]([F:33])[CH:25]=1. The yield is 0.732. (4) The reactants are [NH2:1][C:2]1[N:7]=[CH:6][C:5]([O:8][C:9]2[CH:10]=[C:11]([NH:16][C:17](=[O:23])[O:18][C:19]([CH3:22])([CH3:21])[CH3:20])[CH:12]=[CH:13][C:14]=2[CH3:15])=[CH:4][CH:3]=1.[N:24]([C:27](OCC)=O)=C=S.[Cl-].O[NH3+].C([N:38](CC)C(C)C)(C)C. The catalyst is CO.C(O)C.CS(C)=O. The product is [NH2:38][C:27]1[N:1]=[C:2]2[CH:3]=[CH:4][C:5]([O:8][C:9]3[CH:10]=[C:11]([NH:16][C:17](=[O:23])[O:18][C:19]([CH3:20])([CH3:22])[CH3:21])[CH:12]=[CH:13][C:14]=3[CH3:15])=[CH:6][N:7]2[N:24]=1. The yield is 0.870. (5) The reactants are C1(OC)C=CC=CC=1.[Cl:9][C:10]1[C:11]([NH:23][C:24]([C:26]2[C:34]3[C:29](=[CH:30][CH:31]=[CH:32][CH:33]=3)[N:28](CC3C=CC(OC)=CC=3)[N:27]=2)=[O:25])=[CH:12][C:13]([F:22])=[C:14]([CH2:16][C:17]([O:19][CH2:20][CH3:21])=[O:18])[CH:15]=1. The catalyst is FC(F)(F)C(O)=O. The product is [Cl:9][C:10]1[C:11]([NH:23][C:24]([C:26]2[C:34]3[C:29](=[CH:30][CH:31]=[CH:32][CH:33]=3)[NH:28][N:27]=2)=[O:25])=[CH:12][C:13]([F:22])=[C:14]([CH2:16][C:17]([O:19][CH2:20][CH3:21])=[O:18])[CH:15]=1. The yield is 0.800.